This data is from Catalyst prediction with 721,799 reactions and 888 catalyst types from USPTO. The task is: Predict which catalyst facilitates the given reaction. (1) Reactant: [CH3:1][NH2:2].S([C:7]1C=CC(C)=CC=1)(O)(=O)=O.S(C1C=CC(C)=CC=1)(O)(=O)=O.[C:25]([N:27]=[C:28]([NH2:47])[NH:29][CH2:30][C:31]1[C:36]([CH3:37])=[CH:35][C:34]([CH3:38])=[C:33]([CH2:39][NH:40][C:41]([NH2:45])=[N:42][C:43]#N)[C:32]=1[CH3:46])#[N:26]. Product: [C:1]([N:45]=[C:41]([NH:42][CH3:43])[NH:40][CH2:39][C:33]1[C:34]([CH3:38])=[CH:35][C:36]([CH3:37])=[C:31]([CH2:30][NH:29][C:28]([NH:47][CH3:7])=[N:27][C:25]#[N:26])[C:32]=1[CH3:46])#[N:2]. The catalyst class is: 8. (2) Reactant: [C:1](O)([C:3]([F:6])([F:5])[F:4])=[O:2].[C:1](O[C:1]([C:3]([F:6])([F:5])[F:4])=[O:2])([C:3]([F:6])([F:5])[F:4])=[O:2].[Br:21][C:22]1[CH:23]=[C:24]([NH:30][CH2:31][CH:32](OCC)OCC)[CH:25]=[C:26]([O:28][CH3:29])[CH:27]=1. Product: [Br:21][C:22]1[CH:23]=[C:24]2[C:25]([CH:32]=[CH:31][N:30]2[C:1](=[O:2])[C:3]([F:6])([F:5])[F:4])=[C:26]([O:28][CH3:29])[CH:27]=1. The catalyst class is: 67. (3) Reactant: [Cl:1][C:2]1[CH:27]=[C:26]([CH3:28])[CH:25]=[CH:24][C:3]=1[CH2:4][C:5]1[CH:13]=[C:12]2[C:8]([C:9]([CH2:14][N:15]([CH3:23])[C:16](=[O:22])[O:17][C:18]([CH3:21])([CH3:20])[CH3:19])=[CH:10][NH:11]2)=[CH:7][CH:6]=1.[H-].[Na+].[F:31][C:32]1[CH:33]=[C:34]([S:38](Cl)(=[O:40])=[O:39])[CH:35]=[CH:36][CH:37]=1.O. Product: [Cl:1][C:2]1[CH:27]=[C:26]([CH3:28])[CH:25]=[CH:24][C:3]=1[CH2:4][C:5]1[CH:13]=[C:12]2[C:8]([C:9]([CH2:14][N:15]([CH3:23])[C:16](=[O:22])[O:17][C:18]([CH3:21])([CH3:20])[CH3:19])=[CH:10][N:11]2[S:38]([C:34]2[CH:35]=[CH:36][CH:37]=[C:32]([F:31])[CH:33]=2)(=[O:40])=[O:39])=[CH:7][CH:6]=1. The catalyst class is: 9. (4) The catalyst class is: 122. Product: [Cl:3][C:4]1[CH:5]=[C:6]2[C:10](=[C:11]([C:26]([F:28])([F:1])[F:27])[CH:12]=1)[C:9](=[O:14])[N:8]([CH2:15][C:16]1[CH:21]=[CH:20][C:19]([F:22])=[CH:18][CH:17]=1)[CH2:7]2. Reactant: [F-:1].[K+].[Cl:3][C:4]1[CH:5]=[C:6]2[C:10](=[C:11](I)[CH:12]=1)[C:9](=[O:14])[N:8]([CH2:15][C:16]1[CH:21]=[CH:20][C:19]([F:22])=[CH:18][CH:17]=1)[CH2:7]2.COC(=O)[C:26](Cl)([F:28])[F:27].